From a dataset of Full USPTO retrosynthesis dataset with 1.9M reactions from patents (1976-2016). Predict the reactants needed to synthesize the given product. (1) Given the product [NH:35]([CH2:13][C@@H:11]([OH:12])[C@@H:10]([NH:14][C:15](=[O:24])[C:44]1[CH:48]=[C:49]([CH3:51])[CH:50]=[C:42]([C:40]([N:39]([CH2:36][CH2:37][CH3:38])[CH2:53][CH2:54][CH3:55])=[O:41])[CH:43]=1)[CH2:9][C:4]1[CH:5]=[C:6]([F:8])[CH:7]=[C:2]([F:1])[CH:3]=1)[C:25]1[CH:34]=[CH:29][CH:28]=[CH:27][CH:26]=1, predict the reactants needed to synthesize it. The reactants are: [F:1][C:2]1[CH:3]=[C:4]([CH2:9][C@H:10]([NH:14][C:15](=[O:24])OCC2C=CC=CC=2)[C@H:11]2[CH2:13][O:12]2)[CH:5]=[C:6]([F:8])[CH:7]=1.[C@@H:25]1([NH2:35])[C:34]2[C:29](=CC=CC=2)[CH2:28][CH2:27][CH2:26]1.[CH2:36]([N:39]([CH2:53][CH2:54][CH3:55])[C:40]([C:42]1[CH:43]=[C:44]([CH:48]=[C:49]([CH2:51]C)[CH:50]=1)C(O)=O)=[O:41])[CH2:37][CH3:38]. (2) Given the product [ClH:1].[CH3:22][C:23]1[CH:52]=[CH:51][C:26]2[N:27]=[C:28]([N:30]3[CH2:35][CH2:34][NH:33][CH2:32][CH:31]3[CH2:43][O:44][C:45]3[CH:46]=[N:47][CH:48]=[CH:49][CH:50]=3)[O:29][C:25]=2[CH:24]=1, predict the reactants needed to synthesize it. The reactants are: [ClH:1].O1CCOCC1.OC(C(F)(F)F)=O.OC(C(F)(F)F)=O.[CH3:22][C:23]1[CH:52]=[CH:51][C:26]2[N:27]=[C:28]([N:30]3[CH2:35][CH2:34][N:33](C(OC(C)(C)C)=O)[CH2:32][CH:31]3[CH2:43][O:44][C:45]3[CH:46]=[N:47][CH:48]=[CH:49][CH:50]=3)[O:29][C:25]=2[CH:24]=1. (3) Given the product [Cl:1][C:2]1[N:3]=[C:4]([N:13]2[CH2:18][CH2:17][O:16][CH2:15][CH2:14]2)[C:5]2[CH:10]=[C:9]([CH2:11][N:27]3[CH2:28][CH2:29][CH:24]([N:23]([CH2:22][CH2:21][O:20][CH3:19])[CH3:30])[CH2:25][CH2:26]3)[S:8][C:6]=2[N:7]=1, predict the reactants needed to synthesize it. The reactants are: [Cl:1][C:2]1[N:3]=[C:4]([N:13]2[CH2:18][CH2:17][O:16][CH2:15][CH2:14]2)[C:5]2[CH:10]=[C:9]([CH:11]=O)[S:8][C:6]=2[N:7]=1.[CH3:19][O:20][CH2:21][CH2:22][N:23]([CH3:30])[CH:24]1[CH2:29][CH2:28][NH:27][CH2:26][CH2:25]1. (4) Given the product [Br:14][C:8]1[CH:7]=[C:6]([CH2:5][CH:4]([OH:15])[C:3]([OH:2])=[O:16])[CH:11]=[C:10]([Br:12])[C:9]=1[O:13][CH2:27][C:26]1[CH:29]=[CH:30][CH:31]=[C:24]([Br:23])[CH:25]=1, predict the reactants needed to synthesize it. The reactants are: C[O:2][C:3](=[O:16])[CH:4]([OH:15])[CH2:5][C:6]1[CH:11]=[C:10]([Br:12])[C:9]([OH:13])=[C:8]([Br:14])[CH:7]=1.C(=O)([O-])[O-].[K+].[K+].[Br:23][C:24]1[CH:25]=[C:26]([CH:29]=[CH:30][CH:31]=1)[CH2:27]Br. (5) Given the product [Cl:24][C:25]1[CH:26]=[C:27]([F:32])[C:28]([O:1][C:2]2[CH:3]=[CH:4][C:5]3[N:9]=[C:8]([CH2:10][O:11][C:12]4[CH:13]=[C:14]([CH:19]=[CH:20][CH:21]=4)[C:15]([O:17][CH3:18])=[O:16])[N:7]([CH3:22])[C:6]=3[CH:23]=2)=[N:29][CH:30]=1, predict the reactants needed to synthesize it. The reactants are: [OH:1][C:2]1[CH:3]=[CH:4][C:5]2[N:9]=[C:8]([CH2:10][O:11][C:12]3[CH:13]=[C:14]([CH:19]=[CH:20][CH:21]=3)[C:15]([O:17][CH3:18])=[O:16])[N:7]([CH3:22])[C:6]=2[CH:23]=1.[Cl:24][C:25]1[CH:26]=[C:27]([F:32])[C:28](F)=[N:29][CH:30]=1.N1C2C(=CC=C3C=2N=CC=C3)C=CC=1.C(=O)([O-])[O-].[Cs+].[Cs+].